Dataset: Peptide-MHC class I binding affinity with 185,985 pairs from IEDB/IMGT. Task: Regression. Given a peptide amino acid sequence and an MHC pseudo amino acid sequence, predict their binding affinity value. This is MHC class I binding data. The peptide sequence is NADTGHSIY. The MHC is HLA-B27:05 with pseudo-sequence HLA-B27:05. The binding affinity (normalized) is 0.0847.